Binary Classification. Given a miRNA mature sequence and a target amino acid sequence, predict their likelihood of interaction. From a dataset of Experimentally validated miRNA-target interactions with 360,000+ pairs, plus equal number of negative samples. (1) The miRNA is mmu-miR-434-3p with sequence UUUGAACCAUCACUCGACUCCU. The protein sequence of the target gene is MTKLQEMVTFRDVAVVFSEEELGLLDAAQRKLYHDVMLENFRNLLAVGCQSPNKMAPLDTTGIRCLPLGQLPCWQMTSHDVNKLARAPEDGINTPGKGPHLLEQCHSSCHWGAEQPSQAPEDDGCLENLPSNHSSSSDNQEFLSGRAQSSWSKAHFSERWNHEKHCPQTLVKTKSQLLAPGVNILGCISHHDHNILHKRDKVPSSGDCDQVIFPMTLLTQHCVYREQKAYQCSRGQEVFSDSPSLELHQQTLLGKKSPVHSTHKDTRHSPSVPIQPSVHPGRKRYWCHECGKGFRQSSAL.... Result: 1 (interaction). (2) The miRNA is hsa-miR-4778-3p with sequence UCUUCUUCCUUUGCAGAGUUGA. The protein sequence of the target gene is MAEAVGAVALIAAPARRRWLWSVLAAMLGLLTARISALEVHTPKEIFVVNGTQGKLTCTFDSPNTTGWLTTVSWSFQPDGTDSAVSFFHYSQGQVYIGDYPPFKDRVTWAGDLDKKDASINIENIQAVHNGTYICDVKNPPDIVVRPGHIRLHVVEIDNLLVFLVWVVVGTVTAVVLGLTLLISLVLVVLYRRKHSKRDYTGCSTSERLSPVKQAPRKCPSDTEGLVKSPPSAGSHQGPVIYAQLDHSGGHHSGKINKSESVVYADIRKD. Result: 0 (no interaction). (3) The miRNA is cel-miR-1819-3p with sequence UGGAAUGAUUGAGCUUGAUGGA. The protein sequence of the target gene is MGAVWSALLVGGGLAGALILWLLRGDSGAPGKDGVAEPPQKGAPPGEAAAPGDGPGGGGSGGLSPEPSDRELVSKAEHLRESNGHLISESKDLGNLPEAQRLQNVGADWVNAREFVPVGKIPDTHSRADSEAARNQSPGSHGGEWRLPKGQETAVKVAGSVAAKLPSSSLLVDRAKAVSQDQAGHEDWEVVSRHSSWGSVGLGGSLEASRLSLNQRMDDSTNSLVGGRGWEVDGKVASLKPQQVSIQFQVHYTTNTDVQFIAVTGDHESLGRWNTYIPLHYCKDGLWSHSVFLPADTVVE.... Result: 0 (no interaction). (4) The miRNA is gga-miR-16-5p with sequence UAGCAGCACGUAAAUAUUGGUG. The protein sequence of the target gene is MMLQHPGQVSASEVSATAIVPCLSPPGSLVFEDFANLTPFVKEELRFAIQNKHLCHRMSSALESVTVNNRPLEMSVTKSEAAPEEDERKRRRRERNKIAAAKCRNKKKEKTECLQKESEKLESVNAELKAQIEELKNEKQHLIYMLNLHRPTCIVRAQNGRTPEDERNLFIQQIKEGTLQS. Result: 0 (no interaction). (5) The miRNA is hsa-miR-6887-3p with sequence UCCCCUCCACUUUCCUCCUAG. The protein sequence of the target gene is MDILKSEILRKRQLVEDRNLLVENKKYFKRSELARKEEEAYYERCGYKIQPKEDDQKPLTSSNPVLELELAEEKLPMTLSRQEVIRRLRERGEPIRLFGETDYDAFQRLRKIEILTPEVNKGLRNDLKAALDKIDQQYLNEIVGGQEPGEEDTQNDLKVHEENTTIEELEALGESLGKGDDHKDMDIITKFLKFLLGVWAKELNAREDYVKRSVQGKLNSATQKQTESYLRPLFRKLRKRNLPADIKESITDIIKFMLQREYVKANDAYLQMAIGNAPWPIGVTMVGIHARTGREKIFSK.... Result: 0 (no interaction). (6) The miRNA is hsa-miR-548x-5p with sequence UGCAAAAGUAAUUGCAGUUUUUG. The protein sequence of the target gene is MTDAQMADFGAAAQYLRKSEKERLEAQTRPFDIRTECFVPDDKEEYVKAKVVSREGGKVTAETENGKTVTIKEDQVMQQNPPKFDKIEDMAMLTFLHEPAVLYNLKERYAAWMIYTYSGLFCVTVNPYKWLPVYNAEVVAAYRGKKRSEAPPHIFSISDNAYQYMLTDRENQSILITGESGAGKTVNTKRVIQYFASIAAIGDRSKKENPNANKGTLEDQIIQANPALEAFGNAKTVRNDNSSRFGKFIRIHFGATGKLASADIETYLLEKSRVIFQLKAERNYHIFYQILSNKKPELLD.... Result: 0 (no interaction). (7) The miRNA is hsa-miR-6826-5p with sequence UCAAUAGGAAAGAGGUGGGACCU. The protein sequence of the target gene is MLAVGAMEGTRQSAFLLSSPPLAALHSMAEMKTPLYPAAYPPLPAGPPSSSSSSSSSSSPSPPLGTHNPGGLKPPATGGLSSLGSPPQQLSAATPHGINDILSRPSMPVASGAALPSASPSGSSSSSSSSASASSASAAAAAAAAAAAAASSPAGLLAGLPRFSSLSPPPPPPGLYFSPSAAAVAAVGRYPKPLAELPGRTPIFWPGVMQSPPWRDARLACTPHQGSILLDKDGKRKHTRPTFSGQQIFALEKTFEQTKYLAGPERARLAYSLGMTESQVKVWFQNRRTKWRKKHAAEMA.... Result: 0 (no interaction). (8) The miRNA is mmu-miR-467d-3p with sequence AUAUACAUACACACACCUACAC. The protein sequence of the target gene is MSKFVFDSMLPKYPQFQPFISSHHLTTTPPNSSSAAVAAALAAAAASASASVSASSSSNNNSSNTIAGSNTSNTNNSSSSPSSSSNNNSNLNLSGGSLSPSHLSQHLGQSPHSPVSSSSPFQQHHPQVQQQHLNHQQQQHLHHQQQQHHHQYSSLSAALQLQQQQHHISKLAAAAVASHGHAHQQLLLTPPSAGNSQAGDSSCSPSPSASGSSSLHRSLNDNSPGSASASASASAASSVAAAAAAAAAAASSSFAIPTSKMYPYVSNHPSSHGGLSGMAGFTGLEDKSCSRYTDTVMNSY.... Result: 0 (no interaction).